This data is from Catalyst prediction with 721,799 reactions and 888 catalyst types from USPTO. The task is: Predict which catalyst facilitates the given reaction. Reactant: [CH2:1]([O:8][C:9]1[CH:14]=[CH:13][C:12]([C:15]2[CH:20]=[C:19]([I:21])[C:18]([NH2:22])=[CH:17][C:16]=2[Cl:23])=[C:11]([F:24])[CH:10]=1)[C:2]1[CH:7]=[CH:6][CH:5]=[CH:4][CH:3]=1.CCN(C(C)C)C(C)C.[F:34][C:35]([F:46])([F:45])[C:36](O[C:36](=[O:37])[C:35]([F:46])([F:45])[F:34])=[O:37]. Product: [CH2:1]([O:8][C:9]1[CH:14]=[CH:13][C:12]([C:15]2[CH:20]=[C:19]([I:21])[C:18]([NH:22][C:36](=[O:37])[C:35]([F:46])([F:45])[F:34])=[CH:17][C:16]=2[Cl:23])=[C:11]([F:24])[CH:10]=1)[C:2]1[CH:3]=[CH:4][CH:5]=[CH:6][CH:7]=1. The catalyst class is: 2.